Dataset: Forward reaction prediction with 1.9M reactions from USPTO patents (1976-2016). Task: Predict the product of the given reaction. (1) Given the reactants [CH2:1]([N:3]([CH2:36][CH3:37])[CH2:4][CH2:5][CH2:6][NH:7][C:8]1[N:9]=[C:10]([C:27]2[CH:35]=[CH:34][C:30]([C:31](O)=[O:32])=[CH:29][CH:28]=2)[C:11]2[CH:17]=[CH:16][C:15](=[O:18])[N:14]([C:19]3[C:24]([F:25])=[CH:23][CH:22]=[CH:21][C:20]=3[F:26])[C:12]=2[N:13]=1)[CH3:2].CN(C(O[N:46]1N=N[C:48]2C=CC=[CH:52][C:47]1=2)=[N+](C)C)C.F[P-](F)(F)(F)(F)F.C(N(CC)CC)C.C(N)(C)C, predict the reaction product. The product is: [CH2:1]([N:3]([CH2:36][CH3:37])[CH2:4][CH2:5][CH2:6][NH:7][C:8]1[N:9]=[C:10]([C:27]2[CH:35]=[CH:34][C:30]([C:31]([NH:46][CH:47]([CH3:52])[CH3:48])=[O:32])=[CH:29][CH:28]=2)[C:11]2[CH:17]=[CH:16][C:15](=[O:18])[N:14]([C:19]3[C:20]([F:26])=[CH:21][CH:22]=[CH:23][C:24]=3[F:25])[C:12]=2[N:13]=1)[CH3:2]. (2) The product is: [C:12]([O:15][C@H:16]1[CH2:20][CH2:19][C@H:18]([CH:21]=[O:22])[C@H:17]1[CH2:23][CH2:24][S:25][C:26]1[S:27][CH:28]=[C:29]([C:31]([O:33][CH2:34][CH3:35])=[O:32])[N:30]=1)(=[O:14])[CH3:13]. Given the reactants C(N(CC)CC)C.S(=O)(=O)=O.[C:12]([O:15][C@H:16]1[CH2:20][CH2:19][C@H:18]([CH2:21][OH:22])[C@H:17]1[CH2:23][CH2:24][S:25][C:26]1[S:27][CH:28]=[C:29]([C:31]([O:33][CH2:34][CH3:35])=[O:32])[N:30]=1)(=[O:14])[CH3:13].Cl, predict the reaction product.